Dataset: Human liver microsome stability data. Task: Regression/Classification. Given a drug SMILES string, predict its absorption, distribution, metabolism, or excretion properties. Task type varies by dataset: regression for continuous measurements (e.g., permeability, clearance, half-life) or binary classification for categorical outcomes (e.g., BBB penetration, CYP inhibition). Dataset: hlm. (1) The molecule is O=C(/C=C/c1cccc(S(=O)(=O)Nc2ccccc2)c1)NO. The result is 0 (unstable in human liver microsomes). (2) The drug is C=C(C)[C@@H]1CC[C@]2(CNCCN3CCNCC3)CC[C@]3(C)[C@H](CC[C@@H]4[C@@]5(C)CC=C(c6ccc(C(=O)O)cc6)C(C)(C)[C@@H]5CC[C@]43C)[C@@H]12. The result is 0 (unstable in human liver microsomes). (3) The compound is [2H][C@@H](CC(C)C)[C@H]([2H])[C@](C)(O)[C@H]1CC[C@H]2[C@@H]3C[C@H](O)[C@H]4C[C@@H](O)CC[C@]4(C)[C@H]3CC[C@]12C. The result is 0 (unstable in human liver microsomes). (4) The drug is c1ccc(Cn2nnnc2C(c2ccc3cc[nH]c3c2)N2CCCN(C3CCC3)CC2)cc1. The result is 1 (stable in human liver microsomes).